From a dataset of Reaction yield outcomes from USPTO patents with 853,638 reactions. Predict the reaction yield, written as a fraction of the theoretical maximum amount of product (1.0 means a 100% yield; for example, 0.34 means a 34% yield). The reactants are [C:1]([N:8]1[C@@H:13]([C:14](=[O:19])[CH2:15][CH2:16][CH:17]=[CH2:18])[CH2:12][CH2:11][CH2:10][C@@H:9]1[CH3:20])([O:3][C:4]([CH3:7])([CH3:6])[CH3:5])=[O:2]. The catalyst is C(O)C.[Pd]. The product is [C:1]([N:8]1[C@@H:13]([C:14](=[O:19])[CH2:15][CH2:16][CH2:17][CH3:18])[CH2:12][CH2:11][CH2:10][C@@H:9]1[CH3:20])([O:3][C:4]([CH3:7])([CH3:6])[CH3:5])=[O:2]. The yield is 0.900.